This data is from Reaction yield outcomes from USPTO patents with 853,638 reactions. The task is: Predict the reaction yield, written as a fraction of the theoretical maximum amount of product (1.0 means a 100% yield; for example, 0.34 means a 34% yield). (1) The reactants are [Cl:1]N1C(=O)CCC1=O.[NH2:9][C:10]1[CH:22]=[CH:21][C:13]([C:14]([O:16][C:17]([CH3:20])([CH3:19])[CH3:18])=[O:15])=[C:12]([F:23])[CH:11]=1.C(OCC)(=O)C. The catalyst is CN(C)C=O.[Cl-].[Na+].O. The product is [NH2:9][C:10]1[C:22]([Cl:1])=[CH:21][C:13]([C:14]([O:16][C:17]([CH3:19])([CH3:20])[CH3:18])=[O:15])=[C:12]([F:23])[CH:11]=1.[NH2:9][C:10]1[CH:22]=[CH:21][C:13]([C:14]([O:16][C:17]([CH3:19])([CH3:20])[CH3:18])=[O:15])=[C:12]([F:23])[C:11]=1[Cl:1]. The yield is 0.230. (2) The reactants are C(OC([NH:11][CH2:12][CH2:13][CH2:14][C@@H:15]([NH:18][C:19](=[O:41])[CH2:20][C@H:21]([O:33][CH2:34][C:35]1[CH:40]=[CH:39][CH:38]=[CH:37][CH:36]=1)[CH2:22][CH2:23][CH2:24][CH2:25][CH2:26][CH2:27][CH2:28][CH2:29][CH2:30][CH2:31][CH3:32])[CH2:16][OH:17])=O)C1C=CC=CC=1.Cl[CH2:43][O:44][CH2:45][C:46]1[CH:51]=[CH:50][CH:49]=[CH:48][CH:47]=1.C(N(C(C)C)CC)(C)C. The catalyst is C(Cl)Cl. The product is [CH2:45]([O:44][CH2:43][O:17][CH2:16][C@H:15]([NH:18][C:19](=[O:41])[CH2:20][C@H:21]([O:33][CH2:34][C:35]1[CH:36]=[CH:37][CH:38]=[CH:39][CH:40]=1)[CH2:22][CH2:23][CH2:24][CH2:25][CH2:26][CH2:27][CH2:28][CH2:29][CH2:30][CH2:31][CH3:32])[CH2:14][CH2:13][CH2:12][NH2:11])[C:46]1[CH:51]=[CH:50][CH:49]=[CH:48][CH:47]=1. The yield is 0.980. (3) The reactants are Br[C:2]1[CH:24]=[CH:23][C:5]2[O:6][CH2:7][CH:8]([C:17]3[CH:22]=[CH:21][CH:20]=[CH:19][CH:18]=3)[CH2:9][C:10]3([O:14][N:13]([CH3:15])[C:12]([NH2:16])=[N:11]3)[C:4]=2[CH:3]=1.[C:25]([C:27]1[CH:28]=[C:29](B(O)O)[CH:30]=[CH:31][CH:32]=1)#[N:26]. The catalyst is O1CCOCC1.C([O-])([O-])=O.[Cs+].[Cs+].Cl[Pd](Cl)([P](C1C=CC=CC=1)(C1C=CC=CC=1)C1C=CC=CC=1)[P](C1C=CC=CC=1)(C1C=CC=CC=1)C1C=CC=CC=1. The product is [NH2:16][C:12]1[N:13]([CH3:15])[O:14][C:10]2([CH2:9][CH:8]([C:17]3[CH:22]=[CH:21][CH:20]=[CH:19][CH:18]=3)[CH2:7][O:6][C:5]3[CH:23]=[CH:24][C:2]([C:31]4[CH:32]=[C:27]([CH:28]=[CH:29][CH:30]=4)[C:25]#[N:26])=[CH:3][C:4]2=3)[N:11]=1. The yield is 0.240.